Dataset: Forward reaction prediction with 1.9M reactions from USPTO patents (1976-2016). Task: Predict the product of the given reaction. (1) Given the reactants CC1CCCCN1C([O-])=O.C(OC([N:18]1[CH2:23][CH2:22][CH2:21][C@@H:20]([NH:24][C:25]2[N:30]=[CH:29][C:28]([Cl:31])=[CH:27][N:26]=2)[C@@H:19]1[CH3:32])=O)(C)(C)C, predict the reaction product. The product is: [Cl:31][C:28]1[CH:27]=[N:26][C:25]([NH:24][C@@H:20]2[CH2:21][CH2:22][CH2:23][NH:18][C@H:19]2[CH3:32])=[N:30][CH:29]=1. (2) Given the reactants [Br:1][C:2]1[CH:6]=[C:5]([C:7]2[O:12][C:11](=[O:13])[C:10]3[CH:14]=[C:15]([Cl:19])[CH:16]=[C:17]([CH3:18])[C:9]=3[N:8]=2)[N:4]([C:20]2[C:25]([Cl:26])=[CH:24][CH:23]=[CH:22][N:21]=2)[N:3]=1.[CH3:27][NH:28][NH2:29].O1CCCC1, predict the reaction product. The product is: [Br:1][C:2]1[CH:6]=[C:5]([C:7]([NH:8][C:9]2[C:17]([CH3:18])=[CH:16][C:15]([Cl:19])=[CH:14][C:10]=2[C:11]([N:28]([CH3:27])[NH2:29])=[O:13])=[O:12])[N:4]([C:20]2[C:25]([Cl:26])=[CH:24][CH:23]=[CH:22][N:21]=2)[N:3]=1. (3) Given the reactants [NH2:1][CH2:2][C:3]1[CH:8]=[CH:7][C:6]([B:9]([OH:11])[OH:10])=[CH:5][C:4]=1[F:12].[C:13]([O:17][C:18](O[C:18]([O:17][C:13]([CH3:16])([CH3:15])[CH3:14])=[O:19])=[O:19])([CH3:16])([CH3:15])[CH3:14].C(N(CC)C(C)C)(C)C.Cl, predict the reaction product. The product is: [F:12][C:4]1[CH:5]=[C:6]([B:9]([OH:11])[OH:10])[CH:7]=[CH:8][C:3]=1[CH2:2][NH:1][C:18]([O:17][C:13]([CH3:16])([CH3:15])[CH3:14])=[O:19]. (4) Given the reactants Br[C:2]1[N:7]=[N:6][C:5]([NH2:8])=[N:4][C:3]=1[C:9]1[CH:14]=[CH:13][CH:12]=[CH:11][CH:10]=1.CC1(C)C(C)(C)OB([C:23]2[CH:24]=[C:25]([NH:29][S:30]([CH3:33])(=[O:32])=[O:31])[CH:26]=[CH:27][CH:28]=2)O1, predict the reaction product. The product is: [NH2:8][C:5]1[N:6]=[N:7][C:2]([C:23]2[CH:24]=[C:25]([NH:29][S:30]([CH3:33])(=[O:31])=[O:32])[CH:26]=[CH:27][CH:28]=2)=[C:3]([C:9]2[CH:14]=[CH:13][CH:12]=[CH:11][CH:10]=2)[N:4]=1. (5) Given the reactants Br[C:2]1[CH:3]=[C:4]2[C:9](=[CH:10][CH:11]=1)[CH:8]=[C:7]([O:12][Si:13]([CH:20]([CH3:22])[CH3:21])([CH:17]([CH3:19])[CH3:18])[CH:14]([CH3:16])[CH3:15])[CH:6]=[CH:5]2.[CH3:23][Si:24]([C:27]#[CH:28])([CH3:26])[CH3:25].CCOCC, predict the reaction product. The product is: [CH:20]([Si:13]([CH:14]([CH3:16])[CH3:15])([CH:17]([CH3:18])[CH3:19])[O:12][C:7]1[CH:6]=[CH:5][C:4]2[C:9](=[CH:10][CH:11]=[C:2]([C:28]#[C:27][Si:24]([CH3:26])([CH3:25])[CH3:23])[CH:3]=2)[CH:8]=1)([CH3:22])[CH3:21].